This data is from Peptide-MHC class II binding affinity with 134,281 pairs from IEDB. The task is: Regression. Given a peptide amino acid sequence and an MHC pseudo amino acid sequence, predict their binding affinity value. This is MHC class II binding data. (1) The peptide sequence is FLDPASIAARGWAAH. The MHC is DRB1_0404 with pseudo-sequence DRB1_0404. The binding affinity (normalized) is 0.307. (2) The peptide sequence is VAWQVKLLPVPPTVT. The binding affinity (normalized) is 0.356. The MHC is DRB1_1602 with pseudo-sequence DRB1_1602.